This data is from Forward reaction prediction with 1.9M reactions from USPTO patents (1976-2016). The task is: Predict the product of the given reaction. (1) Given the reactants [F:1][C:2]1[CH:7]=[CH:6][C:5]([C:8]2[N:9]=[C:10]3[CH:15]=[CH:14][C:13]([N:16]4[CH2:21][CH2:20][N:19]([CH3:22])[CH2:18][CH2:17]4)=[N:12][N:11]3[CH:23]=2)=[CH:4][CH:3]=1.[I:24]Cl.S([O-])([O-])(=O)=S.[Na+].[Na+].C(=O)(O)[O-].[Na+], predict the reaction product. The product is: [F:1][C:2]1[CH:7]=[CH:6][C:5]([C:8]2[N:9]=[C:10]3[CH:15]=[CH:14][C:13]([N:16]4[CH2:17][CH2:18][N:19]([CH3:22])[CH2:20][CH2:21]4)=[N:12][N:11]3[C:23]=2[I:24])=[CH:4][CH:3]=1. (2) Given the reactants O.[OH-].[Li+].[Cl:4][C:5]1[C:10]([C:11]([O:13]C)=[O:12])=[CH:9][N:8]=[C:7]([Cl:15])[CH:6]=1.Cl, predict the reaction product. The product is: [Cl:4][C:5]1[C:10]([C:11]([OH:13])=[O:12])=[CH:9][N:8]=[C:7]([Cl:15])[CH:6]=1. (3) The product is: [CH3:11][N:6]1[C:7]([CH3:8])=[C:2]([CH3:1])[C:3](=[O:10])[NH:4][C:5]1=[O:9]. Given the reactants [CH3:1][C:2]1[C:3](=[O:10])[NH:4][C:5](=[O:9])[NH:6][C:7]=1[CH3:8].[CH3:11][Si](C)(C)N[Si](C)(C)C, predict the reaction product.